Dataset: Full USPTO retrosynthesis dataset with 1.9M reactions from patents (1976-2016). Task: Predict the reactants needed to synthesize the given product. (1) Given the product [Br:1][C:2]1[CH:10]=[C:9]([C:11]([F:12])([F:13])[F:14])[CH:8]=[C:7]2[C:3]=1[CH2:4][CH2:5][NH:6]2, predict the reactants needed to synthesize it. The reactants are: [Br:1][C:2]1[CH:10]=[C:9]([C:11]([F:14])([F:13])[F:12])[CH:8]=[C:7]2[C:3]=1[CH:4]=[CH:5][NH:6]2.C([SiH](CC)CC)C. (2) The reactants are: [CH:1]1[C:18]2[C:17]3[C:12](=[CH:13][CH:14]=[C:15]([OH:19])[CH:16]=3)[C:11]3[C:6](=[CH:7][CH:8]=[CH:9][CH:10]=3)[C:5]=2[CH:4]=[CH:3][C:2]=1[OH:20].N1C=CC=CC=1.[F:27][C:28]([F:41])([F:40])[S:29](O[S:29]([C:28]([F:41])([F:40])[F:27])(=[O:31])=[O:30])(=[O:31])=[O:30]. Given the product [F:27][C:28]([F:41])([F:40])[S:29]([O:20][C:2]1[CH:3]=[CH:4][C:5]2[C:6]3[C:11](=[CH:10][CH:9]=[CH:8][CH:7]=3)[C:12]3[C:17](=[CH:16][C:15]([O:19][S:29]([C:28]([F:27])([F:40])[F:41])(=[O:30])=[O:31])=[CH:14][CH:13]=3)[C:18]=2[CH:1]=1)(=[O:31])=[O:30], predict the reactants needed to synthesize it.